From a dataset of Full USPTO retrosynthesis dataset with 1.9M reactions from patents (1976-2016). Predict the reactants needed to synthesize the given product. Given the product [CH:16]([O:15][C:11]1[CH:12]=[CH:13][CH:14]=[C:9]2[C:10]=1[C:25](=[O:26])[C:6](=[O:7])[NH:8]2)([CH3:17])[CH3:18], predict the reactants needed to synthesize it. The reactants are: C(O[C:6]([NH:8][C:9]1[CH:14]=[CH:13][CH:12]=[C:11]([O:15][CH:16]([CH3:18])[CH3:17])[CH:10]=1)=[O:7])(C)(C)C.C([Li])(C)(C)C.C(OCC)(=O)[C:25](OCC)=[O:26].Cl.